From a dataset of Reaction yield outcomes from USPTO patents with 853,638 reactions. Predict the reaction yield, written as a fraction of the theoretical maximum amount of product (1.0 means a 100% yield; for example, 0.34 means a 34% yield). (1) The reactants are CC1(C)CCCC(C)(C)N1.C(=O)=O.[Li]CCCC.[Cl:19][C:20]1[CH:25]=[N:24][CH:23]=[CH:22][N:21]=1.[C:26]1([C:32]2[CH:41]=[CH:40][C:39]3[C:34](=[CH:35][C:36]([CH:42]=[O:43])=[CH:37][CH:38]=3)[N:33]=2)[CH:31]=[CH:30][CH:29]=[CH:28][CH:27]=1. The catalyst is C1COCC1.CC(C)=O. The product is [Cl:19][C:20]1[C:25]([CH:42]([C:36]2[CH:35]=[C:34]3[C:39]([CH:40]=[CH:41][C:32]([C:26]4[CH:27]=[CH:28][CH:29]=[CH:30][CH:31]=4)=[N:33]3)=[CH:38][CH:37]=2)[OH:43])=[N:24][CH:23]=[CH:22][N:21]=1. The yield is 0.100. (2) The reactants are Cl.[CH3:2][NH:3][CH3:4].C(N(CC)CC)C.[CH3:12][O:13][C:14]1[CH:22]=[C:21]2[C:17]([C:18](=[O:23])[CH2:19][CH2:20]2)=[CH:16][C:15]=1[C:24]([OH:26])=O.C1C=CC2N(O)N=NC=2C=1.CCN=C=NCCCN(C)C. The catalyst is C(Cl)Cl. The product is [CH3:2][N:3]([CH3:4])[C:24]([C:15]1[CH:16]=[C:17]2[C:21](=[CH:22][C:14]=1[O:13][CH3:12])[CH2:20][CH2:19][C:18]2=[O:23])=[O:26]. The yield is 0.800. (3) The reactants are [Br:1][C:2]1[S:6][C:5]([NH:7][C:8](=[O:18])[C:9]2[CH:14]=[C:13]([Cl:15])[CH:12]=[CH:11][C:10]=2[O:16][CH3:17])=[N:4][CH:3]=1.Br[CH2:20][C:21]1[N:22]=[CH:23][S:24][CH:25]=1. No catalyst specified. The product is [Br:1][C:2]1[S:6]/[C:5](=[N:7]\[C:8](=[O:18])[C:9]2[CH:14]=[C:13]([Cl:15])[CH:12]=[CH:11][C:10]=2[O:16][CH3:17])/[N:4]([CH2:20][C:21]2[N:22]=[CH:23][S:24][CH:25]=2)[CH:3]=1. The yield is 0.520. (4) The reactants are C([O:3][C:4](=O)[C:5]([F:17])([F:16])[C:6]1[CH:7]=[C:8]2[C:13](=[CH:14][CH:15]=1)[N:12]=[CH:11][CH:10]=[CH:9]2)C.O.[NH2:20][NH2:21]. The catalyst is CO. The product is [F:16][C:5]([F:17])([C:6]1[CH:7]=[C:8]2[C:13](=[CH:14][CH:15]=1)[N:12]=[CH:11][CH:10]=[CH:9]2)[C:4]([NH:20][NH2:21])=[O:3]. The yield is 0.510. (5) The reactants are [CH3:1][O:2][C:3](=[O:28])[C:4]([C:6]1[C:11]([CH3:12])=[CH:10][N:9]2[N:13]=[C:14]([C:16]([O:18][CH3:19])=[O:17])[CH:15]=[C:8]2[C:7]=1[O:20][S:21]([C:24]([F:27])([F:26])[F:25])(=[O:23])=[O:22])=[O:5].CB1N2CCC[C@@H]2C(C2C=CC=CC=2)(C2C=CC=CC=2)O1.C1(C)C=CC=CC=1. The catalyst is C1(C)C=CC=CC=1.CCOC(C)=O.C([O-])([O-])=O.[Na+].[Na+]. The product is [OH:5][C@@H:4]([C:6]1[C:11]([CH3:12])=[CH:10][N:9]2[N:13]=[C:14]([C:16]([O:18][CH3:19])=[O:17])[CH:15]=[C:8]2[C:7]=1[O:20][S:21]([C:24]([F:25])([F:26])[F:27])(=[O:23])=[O:22])[C:3]([O:2][CH3:1])=[O:28]. The yield is 0.311. (6) The yield is 0.240. The catalyst is COCCOC.O. The reactants are [CH2:1]([N:8]1[C:12]([C:13]2[CH:18]=[CH:17][C:16]([F:19])=[CH:15][C:14]=2[F:20])=[C:11](Br)[N:10]=[C:9]1[CH3:22])[C:2]1[CH:7]=[CH:6][CH:5]=[CH:4][CH:3]=1.[CH:23]([S:26]([N:29]1[C:33]2[CH:34]=[C:35](B(O)O)[CH:36]=[CH:37][C:32]=2[N:31]=[C:30]1[NH2:41])(=[O:28])=[O:27])([CH3:25])[CH3:24].C(=O)([O-])[O-].[Na+].[Na+]. The product is [CH:23]([S:26]([N:29]1[C:33]2[CH:34]=[C:35]([C:11]3[N:10]=[C:9]([CH3:22])[N:8]([CH2:1][C:2]4[CH:7]=[CH:6][CH:5]=[CH:4][CH:3]=4)[C:12]=3[C:13]3[CH:18]=[CH:17][C:16]([F:19])=[CH:15][C:14]=3[F:20])[CH:36]=[CH:37][C:32]=2[N:31]=[C:30]1[NH2:41])(=[O:27])=[O:28])([CH3:25])[CH3:24]. (7) The reactants are [C:1]([NH:24][CH:25]([CH2:30][CH:31]([CH3:33])[CH3:32])[C:26]([O:28]C)=[O:27])(=[O:23])[CH2:2][CH2:3][CH:4]=[CH:5][CH2:6][CH:7]=[CH:8][CH2:9][CH:10]=[CH:11][CH2:12][CH:13]=[CH:14][CH2:15][CH:16]=[CH:17][CH2:18][CH:19]=[CH:20][CH2:21][CH3:22].[OH-].[Na+].Cl. The catalyst is CO. The product is [C:1]([NH:24][CH:25]([CH2:30][CH:31]([CH3:32])[CH3:33])[C:26]([OH:28])=[O:27])(=[O:23])[CH2:2][CH2:3][CH:4]=[CH:5][CH2:6][CH:7]=[CH:8][CH2:9][CH:10]=[CH:11][CH2:12][CH:13]=[CH:14][CH2:15][CH:16]=[CH:17][CH2:18][CH:19]=[CH:20][CH2:21][CH3:22]. The yield is 0.890. (8) The reactants are [Cl:1][C:2]1[CH:7]=[CH:6][C:5]([NH:8][C:9](=[O:12])OC)=[C:4]([C:13]#[N:14])[CH:3]=1.[C:15]1([CH2:21][C:22]([NH:24][NH2:25])=O)[CH:20]=[CH:19][CH:18]=[CH:17][CH:16]=1. The catalyst is CN1CCCC1=O. The product is [CH2:21]([C:22]1[N:14]=[C:13]2[N:25]([C:9](=[O:12])[NH:8][C:5]3[CH:6]=[CH:7][C:2]([Cl:1])=[CH:3][C:4]=32)[N:24]=1)[C:15]1[CH:20]=[CH:19][CH:18]=[CH:17][CH:16]=1. The yield is 0.820. (9) The reactants are [CH3:1][O:2][C:3]([C:5]1[S:6][C:7]([C:12]([OH:14])=O)=[CH:8][C:9]=1[CH2:10][CH3:11])=[O:4].C(N(CC)CC)C.CN(C(ON1N=NC2C=CC=CC1=2)=[N+](C)C)C.F[P-](F)(F)(F)(F)F.C1C=CC2N(O)N=NC=2C=1.[NH2:56][CH2:57][C:58]1[CH:59]=[C:60]([OH:64])[CH:61]=[CH:62][CH:63]=1. The catalyst is CN(C=O)C. The product is [CH3:1][O:2][C:3]([C:5]1[S:6][C:7]([C:12](=[O:14])[NH:56][CH2:57][C:58]2[CH:63]=[CH:62][CH:61]=[C:60]([OH:64])[CH:59]=2)=[CH:8][C:9]=1[CH2:10][CH3:11])=[O:4]. The yield is 0.380.